From a dataset of Forward reaction prediction with 1.9M reactions from USPTO patents (1976-2016). Predict the product of the given reaction. (1) Given the reactants [CH2:1]([O:3][C:4](=[O:8])[CH2:5][C:6]#[N:7])[CH3:2].[H-].[Na+].[O:11]=[C:12]1[C:24]2[C:19](=[N:20][C:21](C#N)=[C:22]([C:25]#[N:26])[N:23]=2)[C:18]2[CH:17]=[CH:16][CH:15]=[CH:14][C:13]1=2.CO, predict the reaction product. The product is: [C:6]([C:5]([C:21]1[N:20]=[C:19]2[C:18]3[CH:17]=[CH:16][CH:15]=[CH:14][C:13]=3[C:12](=[O:11])[C:24]2=[N:23][C:22]=1[C:25]#[N:26])=[C:4]([O:3][CH2:1][CH3:2])[OH:8])#[N:7]. (2) Given the reactants C([O:5][C:6](=[O:31])[CH2:7][CH2:8][N:9]1[CH2:14][CH2:13][O:12][CH:11]([C:15]2[CH:20]=[CH:19][C:18]([O:21][CH2:22][C:23]3[C:28]([Cl:29])=[CH:27][CH:26]=[CH:25][C:24]=3[Cl:30])=[CH:17][CH:16]=2)[CH2:10]1)(C)(C)C.O1CCOCC1, predict the reaction product. The product is: [ClH:29].[Cl:29][C:28]1[CH:27]=[CH:26][CH:25]=[C:24]([Cl:30])[C:23]=1[CH2:22][O:21][C:18]1[CH:17]=[CH:16][C:15]([CH:11]2[O:12][CH2:13][CH2:14][N:9]([CH2:8][CH2:7][C:6]([OH:31])=[O:5])[CH2:10]2)=[CH:20][CH:19]=1. (3) Given the reactants C1[O:11][C:10]2[CH:9]=[CH:8][C:5]([C:6]#[N:7])=[CH:4][C:3]=2[O:2]1.C([N-]C(C)C)(C)C.[Li+].CN1CCN(C)C1=O, predict the reaction product. The product is: [OH:2][C:3]1[CH:4]=[C:5]([CH:8]=[CH:9][C:10]=1[OH:11])[C:6]#[N:7].